This data is from Full USPTO retrosynthesis dataset with 1.9M reactions from patents (1976-2016). The task is: Predict the reactants needed to synthesize the given product. (1) Given the product [C:9]1([C:2]2[N:7]=[CH:6][N:5]=[C:4]([NH2:8])[CH:3]=2)[CH:14]=[CH:13][CH:12]=[CH:11][CH:10]=1, predict the reactants needed to synthesize it. The reactants are: Cl[C:2]1[N:7]=[CH:6][N:5]=[C:4]([NH2:8])[CH:3]=1.[C:9]1(B(O)O)[CH:14]=[CH:13][CH:12]=[CH:11][CH:10]=1.C(=O)([O-])[O-].[Na+].[Na+].C(O)C. (2) Given the product [NH2:9][C:10]1[C:11]2[N:12]([C:4]([CH3:8])=[C:5]([CH3:6])[N:19]=2)[CH:13]=[C:14]([C:15]([NH2:17])=[O:16])[CH:18]=1, predict the reactants needed to synthesize it. The reactants are: [Na+].[Br-].Cl[CH:4]([CH3:8])[C:5](=O)[CH3:6].[NH2:9][C:10]1[C:11]([NH2:19])=[N:12][CH:13]=[C:14]([CH:18]=1)[C:15]([NH2:17])=[O:16]. (3) Given the product [Cl:1][C:2]1[C:6]2[CH:7]=[C:8]([S:11]([NH:31][CH2:30][C:29]3[CH:32]=[CH:33][C:26]([O:25][CH3:24])=[CH:27][CH:28]=3)(=[O:13])=[O:12])[CH:9]=[CH:10][C:5]=2[S:4][N:3]=1, predict the reactants needed to synthesize it. The reactants are: [Cl:1][C:2]1[C:6]2[CH:7]=[C:8]([S:11](Cl)(=[O:13])=[O:12])[CH:9]=[CH:10][C:5]=2[S:4][N:3]=1.C(N(C(C)C)CC)(C)C.[CH3:24][O:25][C:26]1[CH:33]=[CH:32][C:29]([CH2:30][NH2:31])=[CH:28][CH:27]=1. (4) The reactants are: CCN(CC)CC.Cl.[NH2:9][OH:10].[CH3:11][O:12][CH2:13][O:14][C:15]1[CH:22]=[CH:21][C:18]([CH:19]=O)=[CH:17][C:16]=1[CH3:23]. Given the product [CH3:11][O:12][CH2:13][O:14][C:15]1[CH:22]=[CH:21][C:18]([CH:19]=[N:9][OH:10])=[CH:17][C:16]=1[CH3:23], predict the reactants needed to synthesize it.